From a dataset of NCI-60 drug combinations with 297,098 pairs across 59 cell lines. Regression. Given two drug SMILES strings and cell line genomic features, predict the synergy score measuring deviation from expected non-interaction effect. (1) Drug 1: CCCS(=O)(=O)NC1=C(C(=C(C=C1)F)C(=O)C2=CNC3=C2C=C(C=N3)C4=CC=C(C=C4)Cl)F. Drug 2: C1=C(C(=O)NC(=O)N1)F. Cell line: NCI-H522. Synergy scores: CSS=15.8, Synergy_ZIP=-6.35, Synergy_Bliss=-5.51, Synergy_Loewe=-8.99, Synergy_HSA=-6.36. (2) Drug 1: COC1=NC(=NC2=C1N=CN2C3C(C(C(O3)CO)O)O)N. Drug 2: C#CCC(CC1=CN=C2C(=N1)C(=NC(=N2)N)N)C3=CC=C(C=C3)C(=O)NC(CCC(=O)O)C(=O)O. Cell line: HCC-2998. Synergy scores: CSS=41.0, Synergy_ZIP=-7.11, Synergy_Bliss=-8.26, Synergy_Loewe=-2.82, Synergy_HSA=-0.731. (3) Drug 1: CC1CCC2CC(C(=CC=CC=CC(CC(C(=O)C(C(C(=CC(C(=O)CC(OC(=O)C3CCCCN3C(=O)C(=O)C1(O2)O)C(C)CC4CCC(C(C4)OC)O)C)C)O)OC)C)C)C)OC. Drug 2: CC1=C2C(C(=O)C3(C(CC4C(C3C(C(C2(C)C)(CC1OC(=O)C(C(C5=CC=CC=C5)NC(=O)C6=CC=CC=C6)O)O)OC(=O)C7=CC=CC=C7)(CO4)OC(=O)C)O)C)OC(=O)C. Cell line: HS 578T. Synergy scores: CSS=14.1, Synergy_ZIP=0.521, Synergy_Bliss=-1.95, Synergy_Loewe=-9.91, Synergy_HSA=-1.55. (4) Drug 1: C1=CN(C(=O)N=C1N)C2C(C(C(O2)CO)O)O.Cl. Drug 2: CC12CCC3C(C1CCC2OP(=O)(O)O)CCC4=C3C=CC(=C4)OC(=O)N(CCCl)CCCl.[Na+]. Cell line: KM12. Synergy scores: CSS=27.1, Synergy_ZIP=-10.6, Synergy_Bliss=-2.21, Synergy_Loewe=-9.19, Synergy_HSA=0.752. (5) Drug 1: CNC(=O)C1=CC=CC=C1SC2=CC3=C(C=C2)C(=NN3)C=CC4=CC=CC=N4. Drug 2: CCC1(C2=C(COC1=O)C(=O)N3CC4=CC5=C(C=CC(=C5CN(C)C)O)N=C4C3=C2)O.Cl. Cell line: SW-620. Synergy scores: CSS=16.6, Synergy_ZIP=1.73, Synergy_Bliss=3.68, Synergy_Loewe=-14.8, Synergy_HSA=2.36.